Dataset: NCI-60 drug combinations with 297,098 pairs across 59 cell lines. Task: Regression. Given two drug SMILES strings and cell line genomic features, predict the synergy score measuring deviation from expected non-interaction effect. Drug 1: CN(C)N=NC1=C(NC=N1)C(=O)N. Drug 2: CC(C1=C(C=CC(=C1Cl)F)Cl)OC2=C(N=CC(=C2)C3=CN(N=C3)C4CCNCC4)N. Cell line: COLO 205. Synergy scores: CSS=-2.91, Synergy_ZIP=-3.35, Synergy_Bliss=-9.23, Synergy_Loewe=-22.5, Synergy_HSA=-12.4.